Dataset: Full USPTO retrosynthesis dataset with 1.9M reactions from patents (1976-2016). Task: Predict the reactants needed to synthesize the given product. (1) Given the product [O:24]=[C:23]1[NH:22][N:21]=[C:20]([CH2:25][CH2:26][CH3:27])/[C:19]/1=[C:11]1/[NH:12][C:13]2[C:18]([C:9]([S:8][C:5]3[CH:4]=[CH:3][C:2]([NH:1][C:28](=[O:32])[CH2:29][CH2:30][CH3:31])=[CH:7][CH:6]=3)=[CH:10]/1)=[CH:17][CH:16]=[CH:15][CH:14]=2, predict the reactants needed to synthesize it. The reactants are: [NH2:1][C:2]1[CH:7]=[CH:6][C:5]([S:8][C:9]2[C:18]3[C:13](=[CH:14][CH:15]=[CH:16][CH:17]=3)[NH:12]/[C:11](=[C:19]3/[C:20]([CH2:25][CH2:26][CH3:27])=[N:21][NH:22][C:23]/3=[O:24])/[CH:10]=2)=[CH:4][CH:3]=1.[C:28](Cl)(=[O:32])[CH2:29][CH2:30][CH3:31]. (2) Given the product [F:37][CH:27]([F:26])[CH2:28][N:29]([CH3:36])[C@H:30]1[CH2:35][CH2:34][CH2:33][N:32]([C:19]([C:18]2[CH:22]=[CH:23][C:15]([N:12]3[C:13]([OH:14])=[C:9]([C:6]4[CH:7]=[CH:8][C:3]([C:1]#[N:2])=[C:4]([F:25])[C:5]=4[CH3:24])[CH:10]=[N:11]3)=[N:16][CH:17]=2)=[O:20])[CH2:31]1, predict the reactants needed to synthesize it. The reactants are: [C:1]([C:3]1[CH:8]=[CH:7][C:6]([C:9]2[CH:10]=[N:11][N:12]([C:15]3[CH:23]=[CH:22][C:18]([C:19](O)=[O:20])=[CH:17][N:16]=3)[C:13]=2[OH:14])=[C:5]([CH3:24])[C:4]=1[F:25])#[N:2].[F:26][CH:27]([F:37])[CH2:28][N:29]([CH3:36])[C@H:30]1[CH2:35][CH2:34][CH2:33][NH:32][CH2:31]1. (3) Given the product [Cl:1][C:2]1[CH:7]=[CH:6][C:5]([S:8][C:16]2[CH:17]=[CH:18][CH:19]=[C:12]([F:11])[C:13]=2[C:14]#[N:15])=[CH:4][CH:3]=1, predict the reactants needed to synthesize it. The reactants are: [Cl:1][C:2]1[CH:7]=[CH:6][C:5]([SH:8])=[CH:4][CH:3]=1.[H-].[Na+].[F:11][C:12]1[CH:19]=[CH:18][CH:17]=[C:16](F)[C:13]=1[C:14]#[N:15]. (4) Given the product [OH:6][CH2:5][C:4]1[CH:7]=[CH:8][C:9]([N:11]2[CH:20]=[C:19]([C:21]3[CH:22]=[CH:23][C:24]([C:27]([F:30])([F:29])[F:28])=[CH:25][CH:26]=3)[C:18]3[C:13](=[CH:14][CH:15]=[C:16]([O:31][CH3:32])[CH:17]=3)[C:12]2=[O:33])=[CH:10][C:3]=1[O:2][CH3:1], predict the reactants needed to synthesize it. The reactants are: [CH3:1][O:2][C:3]1[CH:10]=[C:9]([N:11]2[CH:20]=[C:19]([C:21]3[CH:26]=[CH:25][C:24]([C:27]([F:30])([F:29])[F:28])=[CH:23][CH:22]=3)[C:18]3[C:13](=[CH:14][CH:15]=[C:16]([O:31][CH3:32])[CH:17]=3)[C:12]2=[O:33])[CH:8]=[CH:7][C:4]=1[CH:5]=[O:6].[BH4-].[Na+]. (5) Given the product [CH2:11]([CH:10]1[O:14][S:30](=[O:31])[N:15]([C:16]([O:17][C:18]([CH3:21])([CH3:20])[CH3:19])=[O:22])[C@@:8]1([C:6]1[CH:7]=[C:2]([Br:1])[CH:3]=[CH:4][C:5]=1[F:23])[CH3:9])[CH:12]=[CH2:13], predict the reactants needed to synthesize it. The reactants are: [Br:1][C:2]1[CH:3]=[CH:4][C:5]([F:23])=[C:6]([C@@:8]([NH:15][C:16](=[O:22])[O:17][C:18]([CH3:21])([CH3:20])[CH3:19])([CH:10]([OH:14])[CH2:11][CH:12]=[CH2:13])[CH3:9])[CH:7]=1.N1C=CC=CC=1.[S:30](Cl)(Cl)=[O:31]. (6) Given the product [F:25][C:23]1[CH:22]=[CH:21][C:20]([C:26]([F:29])([F:28])[F:27])=[C:19]([C:17]2[CH:16]=[C:3]3[C:2]([CH:1]4[CH2:7][CH:4]3[CH2:5][CH2:6]4)=[N:32][N:31]=2)[CH:24]=1, predict the reactants needed to synthesize it. The reactants are: [CH:1]12[CH2:7][CH:4]([CH2:5][CH2:6]1)[C:3](=O)[C:2]2=O.COP([CH2:16][C:17]([C:19]1[CH:24]=[C:23]([F:25])[CH:22]=[CH:21][C:20]=1[C:26]([F:29])([F:28])[F:27])=O)(=O)OC.O.[NH2:31][NH2:32]. (7) The reactants are: C(#N)C.O.[C:5]1([CH3:15])[CH:10]=[CH:9][C:8]([S:11]([OH:14])(=[O:13])=[O:12])=[CH:7][CH:6]=1. Given the product [C:5]1([CH3:15])[CH:6]=[CH:7][C:8]([S:11]([OH:14])(=[O:12])=[O:13])=[CH:9][CH:10]=1, predict the reactants needed to synthesize it. (8) Given the product [ClH:55].[ClH:55].[CH2:1]([N:3]1[CH2:8][CH2:7][N:6]([C:9]2[C:18]3[C:13](=[CH:14][CH:15]=[CH:16][CH:17]=3)[CH:12]=[C:11]([C:19]3[CH:24]=[CH:23][C:22]([O:25][CH:26]([CH3:48])[CH2:27][OH:28])=[CH:21][CH:20]=3)[N:10]=2)[CH2:5][CH2:4]1)[CH3:2], predict the reactants needed to synthesize it. The reactants are: [CH2:1]([N:3]1[CH2:8][CH2:7][N:6]([C:9]2[C:18]3[C:13](=[CH:14][CH:15]=[CH:16][CH:17]=3)[CH:12]=[C:11]([C:19]3[CH:24]=[CH:23][C:22]([O:25][C@@H:26]([CH3:48])[CH2:27][O:28]C(C4C=CC=CC=4)(C4C=CC=CC=4)C4C=CC=CC=4)=[CH:21][CH:20]=3)[N:10]=2)[CH2:5][CH2:4]1)[CH3:2].C1C=CC=CC=1.[ClH:55]. (9) The reactants are: [F:1][C:2]1[CH:9]=[CH:8][C:7]([N+:10]([O-:12])=[O:11])=[CH:6][C:3]=1[CH:4]=O.[OH:13][CH2:14][C@@H:15]1[CH2:19][CH2:18][CH2:17][NH:16]1.C(O)(=O)C.C([BH3-])#N.[Na+]. Given the product [F:1][C:2]1[CH:9]=[CH:8][C:7]([N+:10]([O-:12])=[O:11])=[CH:6][C:3]=1[CH2:4][N:16]1[CH2:17][CH2:18][CH2:19][C@H:15]1[CH2:14][OH:13], predict the reactants needed to synthesize it. (10) Given the product [F:10][C:8]([F:11])([F:9])[C:6]1[CH:5]=[CH:4][N:3]2[CH:12]=[CH:13][N:1]=[C:2]2[N:7]=1, predict the reactants needed to synthesize it. The reactants are: [NH2:1][C:2]1[N:7]=[C:6]([C:8]([F:11])([F:10])[F:9])[CH:5]=[CH:4][N:3]=1.[CH2:12](OC(OCC)CBr)[CH3:13].Br.